From a dataset of Forward reaction prediction with 1.9M reactions from USPTO patents (1976-2016). Predict the product of the given reaction. (1) Given the reactants C(OC(=O)C[CH2:6][N:7]1[C:15]2[C:10](=[CH:11][CH:12]=[C:13]([CH2:16][O:17][C:18]3[CH:23]=[CH:22][C:21]([C:24]4[CH:29]=[C:28]([F:30])[C:27]([F:31])=[CH:26][C:25]=4[O:32][CH3:33])=[CH:20][CH:19]=3)[CH:14]=2)[CH:9]=[CH:8]1)C.FC1C(F)=CC(C2C=CC(OCC3C=C4C(C=CN4)=CC=3)=CC=2)=C(OC)C=1.[CH2:62]([O:64][C:65](=[O:68])CBr)[CH3:63], predict the reaction product. The product is: [CH2:62]([O:64][C:65](=[O:68])[CH2:6][N:7]1[C:15]2[C:10](=[CH:11][CH:12]=[C:13]([CH2:16][O:17][C:18]3[CH:23]=[CH:22][C:21]([C:24]4[CH:29]=[C:28]([F:30])[C:27]([F:31])=[CH:26][C:25]=4[O:32][CH3:33])=[CH:20][CH:19]=3)[CH:14]=2)[CH:9]=[CH:8]1)[CH3:63]. (2) Given the reactants [C:1]1([CH:7]([C:34]2[CH:39]=[CH:38][CH:37]=[CH:36][CH:35]=2)[C@H:8]([C@@H:10]2[CH2:14][CH2:13][CH2:12][N:11]2C(C2C=CC=CC=2)(C2C=CC=CC=2)C2C=CC=CC=2)[OH:9])[CH:6]=[CH:5][CH:4]=[CH:3][CH:2]=1.[OH-].[Na+], predict the reaction product. The product is: [C:1]1([CH:7]([C:34]2[CH:39]=[CH:38][CH:37]=[CH:36][CH:35]=2)[C@H:8]([C@@H:10]2[CH2:14][CH2:13][CH2:12][NH:11]2)[OH:9])[CH:2]=[CH:3][CH:4]=[CH:5][CH:6]=1. (3) Given the reactants [CH:1]1([CH2:7][C@@H:8]([NH:26][CH3:27])[CH2:9][N:10]2[CH2:15][CH2:14][N:13]([C:16]3[C:25]4[O:24][CH2:23][CH2:22][O:21][C:20]=4[CH:19]=[CH:18][CH:17]=3)[CH2:12][CH2:11]2)[CH2:6][CH2:5][CH2:4][CH2:3][CH2:2]1.C(N(CC)CC)C.[CH3:35][C:36]1([C:42](Cl)=[O:43])[CH2:41][CH2:40][CH2:39][CH2:38][CH2:37]1, predict the reaction product. The product is: [CH:1]1([CH2:7][C@@H:8]([N:26]([CH3:27])[C:42]([C:36]2([CH3:35])[CH2:41][CH2:40][CH2:39][CH2:38][CH2:37]2)=[O:43])[CH2:9][N:10]2[CH2:11][CH2:12][N:13]([C:16]3[C:25]4[O:24][CH2:23][CH2:22][O:21][C:20]=4[CH:19]=[CH:18][CH:17]=3)[CH2:14][CH2:15]2)[CH2:2][CH2:3][CH2:4][CH2:5][CH2:6]1.